The task is: Predict the reactants needed to synthesize the given product.. This data is from Full USPTO retrosynthesis dataset with 1.9M reactions from patents (1976-2016). (1) Given the product [Br:1][C:2]1[N:3]=[C:4]([CH3:10])[CH:5]=[C:6]2[CH:9]=[N:11][NH:8][C:7]=12, predict the reactants needed to synthesize it. The reactants are: [Br:1][C:2]1[C:7]([NH2:8])=[C:6]([CH3:9])[CH:5]=[C:4]([CH3:10])[N:3]=1.[N:11]([O-])=O.[Na+]. (2) Given the product [CH2:1]([O:3][C:4]1[CH:5]=[CH:6][C:7]([CH2:10][CH2:11][O:12][C:13]2[CH:14]=[CH:15][C:16]([CH2:17][C@@H:18]([C:25]([OH:27])=[O:26])[NH:19][C:20](=[O:24])[CH:21]([CH3:23])[CH3:22])=[CH:29][CH:30]=2)=[CH:8][CH:9]=1)[CH3:2], predict the reactants needed to synthesize it. The reactants are: [CH2:1]([O:3][C:4]1[CH:9]=[CH:8][C:7]([CH2:10][CH2:11][O:12][C:13]2[CH:30]=[CH:29][C:16]([CH2:17][C@@H:18]([C:25]([O:27]C)=[O:26])[NH:19][C:20](=[O:24])[CH:21]([CH3:23])[CH3:22])=[CH:15][CH:14]=2)=[CH:6][CH:5]=1)[CH3:2].O.[OH-].[Li+].Cl. (3) Given the product [C:26]([O:29][C:30]([N:8]1[CH2:7][CH2:6][C:5]2[C:10](=[CH:11][CH:12]=[C:3]([OH:2])[CH:4]=2)[CH2:9]1)=[O:31])([CH3:28])([CH3:27])[CH3:25], predict the reactants needed to synthesize it. The reactants are: C[O:2][C:3]1[CH:4]=[C:5]2[C:10](=[CH:11][CH:12]=1)[CH2:9][NH:8][CH2:7][CH2:6]2.Br.C1C2C(=CC(O)=CC=2)CCN1.[CH3:25][C:26]([O:29][C:30](O[C:30]([O:29][C:26]([CH3:28])([CH3:27])[CH3:25])=[O:31])=[O:31])([CH3:28])[CH3:27]. (4) Given the product [CH2:1]([N:3]([CH2:19][CH3:20])[CH2:4][CH2:5][O:6][C:7]1[CH:12]=[CH:11][C:10]2[N:13]=[C:40]([C:39]3[CH:38]=[CH:37][C:36]([C:34]([NH:33][C:30]4[CH:29]=[CH:28][C:27]([N:24]5[CH2:23][CH2:22][O:21][CH2:26][CH2:25]5)=[CH:32][CH:31]=4)=[O:35])=[CH:43][CH:42]=3)[NH:16][C:9]=2[CH:8]=1)[CH3:2], predict the reactants needed to synthesize it. The reactants are: [CH2:1]([N:3]([CH2:19][CH3:20])[CH2:4][CH2:5][O:6][C:7]1[CH:12]=[CH:11][C:10]([N+:13]([O-])=O)=[C:9]([N+:16]([O-])=O)[CH:8]=1)[CH3:2].[O:21]1[CH2:26][CH2:25][N:24]([C:27]2[CH:32]=[CH:31][C:30]([NH:33][C:34]([C:36]3[CH:43]=[CH:42][C:39]([CH:40]=O)=[CH:38][CH:37]=3)=[O:35])=[CH:29][CH:28]=2)[CH2:23][CH2:22]1. (5) Given the product [ClH:40].[OH:1][C@H:2]([C:34]1[CH:35]=[CH:36][CH:37]=[CH:38][CH:39]=1)[CH2:3][NH:4][C:5]1[CH:6]=[CH:7][C:8]([CH2:11][CH2:12][NH:13][CH2:14][C@H:15]([OH:33])[C:16]2[CH:21]=[CH:20][C:19]([O:22][CH2:23][C:24]3[CH:25]=[CH:26][CH:27]=[CH:28][CH:29]=3)=[C:18]([NH:30][CH:31]=[O:32])[CH:17]=2)=[CH:9][CH:10]=1, predict the reactants needed to synthesize it. The reactants are: [OH:1][C@H:2]([C:34]1[CH:39]=[CH:38][CH:37]=[CH:36][CH:35]=1)[CH2:3][NH:4][C:5]1[CH:10]=[CH:9][C:8]([CH2:11][CH2:12][NH:13][CH2:14][C@H:15]([OH:33])[C:16]2[CH:21]=[CH:20][C:19]([O:22][CH2:23][C:24]3[CH:29]=[CH:28][CH:27]=[CH:26][CH:25]=3)=[C:18]([NH:30][CH:31]=[O:32])[CH:17]=2)=[CH:7][CH:6]=1.[ClH:40].O1CCOCC1. (6) Given the product [NH2:23][C@:22]([C@@H:17]1[CH2:16][CH2:15][C:14]2[C:19](=[CH:20][CH:21]=[C:12]([O:11][C@H:8]3[CH2:7][CH2:6][C@H:5]([C:1]([CH3:4])([CH3:3])[CH3:2])[CH2:10][CH2:9]3)[CH:13]=2)[CH2:18]1)([CH3:28])[CH2:26][OH:25], predict the reactants needed to synthesize it. The reactants are: [C:1]([C@H:5]1[CH2:10][CH2:9][C@H:8]([O:11][C:12]2[CH:13]=[C:14]3[C:19](=[CH:20][CH:21]=2)[CH2:18][C@H:17]([C@@:22]2([CH3:28])[CH2:26][O:25]C(=O)[NH:23]2)[CH2:16][CH2:15]3)[CH2:7][CH2:6]1)([CH3:4])([CH3:3])[CH3:2].[OH-].[Li+].C(O)C.O. (7) Given the product [Br:11][C:12]1[CH:17]=[CH:16][C:15]([C@@:18]2([CH3:37])[C:22](=[O:23])[N:21]([C@@H:24]([CH2:32][CH:33]([CH3:34])[CH3:35])[C:25]([O:27][C:28]([CH3:29])([CH3:30])[CH3:31])=[O:26])[C:20](=[O:36])[N:19]2[CH2:1][C:2]2[CH:7]=[CH:6][CH:5]=[CH:4][CH:3]=2)=[CH:14][CH:13]=1, predict the reactants needed to synthesize it. The reactants are: [CH2:1](Br)[C:2]1[CH:7]=[CH:6][CH:5]=[CH:4][CH:3]=1.[H-].[Na+].[Br:11][C:12]1[CH:17]=[CH:16][C:15]([C@@:18]2([CH3:37])[C:22](=[O:23])[N:21]([C@@H:24]([CH2:32][CH:33]([CH3:35])[CH3:34])[C:25]([O:27][C:28]([CH3:31])([CH3:30])[CH3:29])=[O:26])[C:20](=[O:36])[NH:19]2)=[CH:14][CH:13]=1.